From a dataset of Reaction yield outcomes from USPTO patents with 853,638 reactions. Predict the reaction yield, written as a fraction of the theoretical maximum amount of product (1.0 means a 100% yield; for example, 0.34 means a 34% yield). (1) The reactants are [Al+3].[Cl-].[Cl-].[Cl-].[Cl:5][CH2:6][CH2:7][CH2:8][C:9](Cl)=[O:10].[CH3:12][N:13]([CH3:25])[C:14](=[O:24])[C:15]([CH3:23])([C:17]1[CH:22]=[CH:21][CH:20]=[CH:19][CH:18]=1)[CH3:16]. The catalyst is C(Cl)(Cl)(Cl)Cl.C(Cl)Cl. The product is [CH3:25][N:13]([CH3:12])[C:14](=[O:24])[C:15]([C:17]1[CH:18]=[CH:19][C:20]([C:9](=[O:10])[CH2:8][CH2:7][CH2:6][Cl:5])=[CH:21][CH:22]=1)([CH3:23])[CH3:16]. The yield is 0.720. (2) The product is [Br:1][CH2:2][CH2:3][CH2:4][CH2:5][C:6]([CH3:16])([CH3:9])[CH2:7][OH:8]. The reactants are [Br:1][CH2:2][CH2:3][CH2:4][CH2:5][C:6]([CH3:16])([C:9]1C=CC(C)=CC=1)[CH2:7][OH:8].BrCCCCC(C)(C)C(OCC)=O.[Li+].[BH4-].CO. The catalyst is C(Cl)Cl. The yield is 0.990. (3) The reactants are Br[C:2]1[CH:7]=[CH:6][C:5]([F:8])=[CH:4][N:3]=1.[Li]CCCC.[C:14]([C:17]1[CH:18]=[N:19][C:20]([N:23]2[CH2:28][CH2:27][N:26]([C:29]([O:31][CH2:32][C:33]3[CH:38]=[CH:37][CH:36]=[CH:35][CH:34]=3)=[O:30])[CH2:25][CH2:24]2)=[N:21][CH:22]=1)(=[O:16])[CH3:15]. The catalyst is C1COCC1. The product is [F:8][C:5]1[CH:6]=[CH:7][C:2]([C:14]([C:17]2[CH:18]=[N:19][C:20]([N:23]3[CH2:28][CH2:27][N:26]([C:29]([O:31][CH2:32][C:33]4[CH:38]=[CH:37][CH:36]=[CH:35][CH:34]=4)=[O:30])[CH2:25][CH2:24]3)=[N:21][CH:22]=2)([OH:16])[CH3:15])=[N:3][CH:4]=1. The yield is 0.200.